Regression/Classification. Given a drug SMILES string, predict its toxicity properties. Task type varies by dataset: regression for continuous values (e.g., LD50, hERG inhibition percentage) or binary classification for toxic/non-toxic outcomes (e.g., AMES mutagenicity, cardiotoxicity, hepatotoxicity). Dataset: herg_karim. From a dataset of hERG potassium channel inhibition data for cardiac toxicity prediction from Karim et al.. The drug is OC(c1ccc2c(cnn2-c2ccc(F)cc2)c1)(c1cccc(Cl)c1Cl)C(F)(F)F. The result is 0 (non-blocker).